From a dataset of Full USPTO retrosynthesis dataset with 1.9M reactions from patents (1976-2016). Predict the reactants needed to synthesize the given product. (1) The reactants are: [CH:1]([C:3]1[S:4][CH:5]=[C:6](B(O)O)[CH:7]=1)=[O:2].[CH2:11](Br)[C:12]1[CH:17]=[CH:16][CH:15]=[CH:14][CH:13]=1.C([O-])([O-])=O.[Na+].[Na+]. Given the product [CH2:11]([C:6]1[CH:7]=[C:3]([CH:1]=[O:2])[S:4][CH:5]=1)[C:12]1[CH:17]=[CH:16][CH:15]=[CH:14][CH:13]=1, predict the reactants needed to synthesize it. (2) The reactants are: C(O[C:6]([N:8](C)[NH:9][C:10]([O:12][CH2:13][C:14]1[CH:19]=[CH:18][CH:17]=[CH:16][CH:15]=1)=[O:11])=O)(C)(C)C.C(OCC)(=O)C.[ClH:27]. Given the product [ClH:27].[CH2:13]([O:12][C:10]([NH:9][NH:8][CH3:6])=[O:11])[C:14]1[CH:19]=[CH:18][CH:17]=[CH:16][CH:15]=1, predict the reactants needed to synthesize it.